Dataset: Forward reaction prediction with 1.9M reactions from USPTO patents (1976-2016). Task: Predict the product of the given reaction. (1) Given the reactants C([O:8][CH:9]1[CH2:14][CH2:13][CH:12]([O:15][CH2:16][C:17]2[C:18]([C:25]3[C:30]([Cl:31])=[CH:29][CH:28]=[CH:27][C:26]=3[Cl:32])=[N:19][O:20][C:21]=2[CH:22]2[CH2:24][CH2:23]2)[CH2:11][C:10]1([CH3:34])[CH3:33])C1C=CC=CC=1.C(O)=O, predict the reaction product. The product is: [CH:22]1([C:21]2[O:20][N:19]=[C:18]([C:25]3[C:26]([Cl:32])=[CH:27][CH:28]=[CH:29][C:30]=3[Cl:31])[C:17]=2[CH2:16][O:15][CH:12]2[CH2:13][CH2:14][CH:9]([OH:8])[C:10]([CH3:34])([CH3:33])[CH2:11]2)[CH2:23][CH2:24]1. (2) Given the reactants [F:1][CH:2]([F:37])[C:3]1[N:7]([C:8]2[N:13]=[C:12](S(C)=O)[N:11]=[C:10]([O:17][CH2:18][CH:19]3[CH2:24][CH2:23][N:22]([NH:25][C:26]([O:28][C:29]([CH3:32])([CH3:31])[CH3:30])=[O:27])[CH2:21][CH2:20]3)[CH:9]=2)[C:6]2[CH:33]=[CH:34][CH:35]=[CH:36][C:5]=2[N:4]=1.[NH:38]1[CH2:43][CH2:42][O:41][CH2:40][CH2:39]1.CN(C)C(=O)C, predict the reaction product. The product is: [F:1][CH:2]([F:37])[C:3]1[N:7]([C:8]2[N:13]=[C:12]([N:38]3[CH2:43][CH2:42][O:41][CH2:40][CH2:39]3)[N:11]=[C:10]([O:17][CH2:18][CH:19]3[CH2:24][CH2:23][N:22]([NH:25][C:26]([O:28][C:29]([CH3:32])([CH3:31])[CH3:30])=[O:27])[CH2:21][CH2:20]3)[CH:9]=2)[C:6]2[CH:33]=[CH:34][CH:35]=[CH:36][C:5]=2[N:4]=1.